The task is: Predict the reactants needed to synthesize the given product.. This data is from Full USPTO retrosynthesis dataset with 1.9M reactions from patents (1976-2016). (1) Given the product [N:33]([CH2:2][CH2:3][CH2:4][S:5]([O:8][CH2:9][C:10]([CH3:32])([CH3:31])[C@@H:11]([O:23][CH2:24][C:25]1[CH:30]=[CH:29][CH:28]=[CH:27][CH:26]=1)[C:12]([O:14][CH2:15][CH2:16][N:17]1[CH2:22][CH2:21][O:20][CH2:19][CH2:18]1)=[O:13])(=[O:7])=[O:6])=[N+:34]=[N-:35], predict the reactants needed to synthesize it. The reactants are: Cl[CH2:2][CH2:3][CH2:4][S:5]([O:8][CH2:9][C:10]([CH3:32])([CH3:31])[C@@H:11]([O:23][CH2:24][C:25]1[CH:30]=[CH:29][CH:28]=[CH:27][CH:26]=1)[C:12]([O:14][CH2:15][CH2:16][N:17]1[CH2:22][CH2:21][O:20][CH2:19][CH2:18]1)=[O:13])(=[O:7])=[O:6].[N-:33]=[N+:34]=[N-:35].[Na+]. (2) Given the product [C:1]([C:5]1[CH:6]=[C:7]2[C:12](=[C:13]([F:15])[CH:14]=1)[C:11](=[O:16])[N:10]([C:17]1[N:24]=[CH:23][CH:22]=[C:21]([C:31]3[CH:30]=[C:29]([NH:42][C:43]4[S:44][C:45]5[CH2:46][N:47]([CH3:52])[CH2:48][CH2:49][C:50]=5[N:51]=4)[C:28](=[O:53])[N:27]([CH3:26])[CH:32]=3)[C:18]=1[CH:19]=[O:20])[N:9]=[CH:8]2)([CH3:4])([CH3:3])[CH3:2], predict the reactants needed to synthesize it. The reactants are: [C:1]([C:5]1[CH:6]=[C:7]2[C:12](=[C:13]([F:15])[CH:14]=1)[C:11](=[O:16])[N:10]([C:17]1[N:24]=[CH:23][CH:22]=[C:21](Cl)[C:18]=1[CH:19]=[O:20])[N:9]=[CH:8]2)([CH3:4])([CH3:3])[CH3:2].[CH3:26][N:27]1[CH:32]=[C:31](B2OC(C)(C)C(C)(C)O2)[CH:30]=[C:29]([NH:42][C:43]2[S:44][C:45]3[CH2:46][N:47]([CH3:52])[CH2:48][CH2:49][C:50]=3[N:51]=2)[C:28]1=[O:53].[O-]P([O-])([O-])=O.[K+].[K+].[K+].O.O.O.C([O-])(=O)C.[Na+]. (3) The reactants are: [NH2:1][C:2]1[CH:7]=[CH:6][CH:5]=[CH:4][C:3]=1[NH:8][CH2:9][C@H:10]([NH:14][C:15]([O:17][C:18]([CH3:21])([CH3:20])[CH3:19])=[O:16])[C:11](O)=[O:12].CCN=C=NCCCN(C)C.Cl.C1C=CC2N(O)N=NC=2C=1.CCN(C(C)C)C(C)C. Given the product [C:18]([O:17][C:15](=[O:16])[NH:14][C@@H:10]1[C:11](=[O:12])[NH:1][C:2]2[CH:7]=[CH:6][CH:5]=[CH:4][C:3]=2[NH:8][CH2:9]1)([CH3:21])([CH3:20])[CH3:19], predict the reactants needed to synthesize it. (4) Given the product [Cl:25][C:23]1[CH:24]=[C:19]([C:16]2[CH:17]=[CH:18][N:14]([CH2:13][C@@H:12]([NH:11][C:9]([C:7]3[NH:6][N:5]=[C:4]([CH:1]([OH:3])[CH3:2])[CH:8]=3)=[O:10])[CH3:29])[N:15]=2)[CH:20]=[C:21]([Cl:28])[C:22]=1[C:26]#[N:27], predict the reactants needed to synthesize it. The reactants are: [C:1]([C:4]1[CH:8]=[C:7]([C:9]([NH:11][C@@H:12]([CH3:29])[CH2:13][N:14]2[CH:18]=[CH:17][C:16]([C:19]3[CH:24]=[C:23]([Cl:25])[C:22]([C:26]#[N:27])=[C:21]([Cl:28])[CH:20]=3)=[N:15]2)=[O:10])[NH:6][N:5]=1)(=[O:3])[CH3:2].[BH4-].[Na+]. (5) Given the product [Cl:1][C:2]1[C:8]([C:9]2[N:10]=[C:11]([CH:22]3[CH2:24][CH2:23]3)[O:12][C:13]=2[C:14]2[CH:19]=[CH:18][N:17]=[C:16]([S:20][CH3:21])[N:15]=2)=[CH:7][C:6]([Cl:25])=[CH:5][C:3]=1[NH:4][S:29]([CH2:26][CH2:27][CH3:28])(=[O:31])=[O:30], predict the reactants needed to synthesize it. The reactants are: [Cl:1][C:2]1[C:8]([C:9]2[N:10]=[C:11]([CH:22]3[CH2:24][CH2:23]3)[O:12][C:13]=2[C:14]2[CH:19]=[CH:18][N:17]=[C:16]([S:20][CH3:21])[N:15]=2)=[CH:7][C:6]([Cl:25])=[CH:5][C:3]=1[NH2:4].[CH2:26]([S:29](Cl)(=[O:31])=[O:30])[CH2:27][CH3:28].